From a dataset of Catalyst prediction with 721,799 reactions and 888 catalyst types from USPTO. Predict which catalyst facilitates the given reaction. Reactant: COCN[C:5]([C:7]1[C:8]2[N:9]([N:13]=[C:14]([CH2:16][CH3:17])[N:15]=2)[CH:10]=[CH:11][CH:12]=1)=[O:6].[CH2:18]([Mg]Br)[CH3:19].C(=O)([O-])O.[Na+]. Product: [CH2:16]([C:14]1[N:15]=[C:8]2[C:7]([C:5](=[O:6])[CH2:18][CH3:19])=[CH:12][CH:11]=[CH:10][N:9]2[N:13]=1)[CH3:17]. The catalyst class is: 1.